This data is from Forward reaction prediction with 1.9M reactions from USPTO patents (1976-2016). The task is: Predict the product of the given reaction. (1) The product is: [NH2:3][C:4]1[CH:12]=[C:11]2[C:7]([CH:8]=[C:9]([C:13]([O:15][CH2:16][CH3:17])=[O:14])[NH:10]2)=[CH:6][C:5]=1[O:18][CH3:19]. Given the reactants C([NH:3][C:4]1[CH:12]=[C:11]2[C:7]([CH:8]=[C:9]([C:13]([O:15][CH2:16][CH3:17])=[O:14])[NH:10]2)=[CH:6][C:5]=1[O:18][CH3:19])=O.CC(C)=O.Cl, predict the reaction product. (2) Given the reactants [Cl:1][CH2:2][CH2:3][CH2:4][CH2:5][CH2:6][CH2:7][CH2:8][CH2:9][OH:10].[O:11]1[CH:16]=[CH:15][CH2:14][CH2:13][CH2:12]1.O.C1(C)C=CC(S(O)(=O)=O)=CC=1, predict the reaction product. The product is: [Cl:1][CH2:2][CH2:3][CH2:4][CH2:5][CH2:6][CH2:7][CH2:8][CH2:9][O:10][CH:12]1[CH2:13][CH2:14][CH2:15][CH2:16][O:11]1. (3) Given the reactants [N+:1]([C:4]1[CH:9]=[CH:8][C:7]([CH2:10][C:11]([OH:13])=O)=[CH:6][CH:5]=1)([O-:3])=[O:2].C1C=CC2N(O)N=NC=2C=1.C(Cl)CCl.CCN(C(C)C)C(C)C.[CH3:37][C:38]1[CH:43]=[C:42]([CH3:44])[CH:41]=[CH:40][C:39]=1[CH:45]([C:47]1[CH:52]=[CH:51][CH:50]=[CH:49][CH:48]=1)[NH2:46], predict the reaction product. The product is: [CH3:37][C:38]1[CH:43]=[C:42]([CH3:44])[CH:41]=[CH:40][C:39]=1[CH:45]([C:47]1[CH:52]=[CH:51][CH:50]=[CH:49][CH:48]=1)[NH:46][C:11](=[O:13])[CH2:10][C:7]1[CH:6]=[CH:5][C:4]([N+:1]([O-:3])=[O:2])=[CH:9][CH:8]=1. (4) Given the reactants [CH2:1]([O:3][C:4](=[O:14])[CH2:5][CH2:6][CH2:7][CH2:8][CH2:9][S:10]([O-])(=[O:12])=[O:11])[CH3:2].[Na+].P(Cl)(Cl)(Cl)(Cl)[Cl:17], predict the reaction product. The product is: [Cl:17][S:10]([CH2:9][CH2:8][CH2:7][CH2:6][CH2:5][C:4]([O:3][CH2:1][CH3:2])=[O:14])(=[O:12])=[O:11]. (5) Given the reactants [OH:1][CH:2]([C:6]1[CH:11]=[CH:10][C:9]([C:12]2[N:16]=[C:15]([C:17]3[O:21][N:20]=[C:19]([C:22]4[CH:27]=[CH:26][CH:25]=[CH:24][CH:23]=4)[C:18]=3[C:28]([F:31])([F:30])[F:29])[O:14][N:13]=2)=[CH:8][CH:7]=1)[C:3]([OH:5])=O.Cl.[CH3:33][C:34]1[N:35]=[C:36]([CH2:39][NH2:40])[NH:37][CH:38]=1.CN1CCOCC1.CN(C(ON1N=NC2C=CC=NC1=2)=[N+](C)C)C.F[P-](F)(F)(F)(F)F, predict the reaction product. The product is: [OH:1][CH:2]([C:6]1[CH:11]=[CH:10][C:9]([C:12]2[N:16]=[C:15]([C:17]3[O:21][N:20]=[C:19]([C:22]4[CH:27]=[CH:26][CH:25]=[CH:24][CH:23]=4)[C:18]=3[C:28]([F:31])([F:30])[F:29])[O:14][N:13]=2)=[CH:8][CH:7]=1)[C:3]([NH:40][CH2:39][C:36]1[NH:37][CH:38]=[C:34]([CH3:33])[N:35]=1)=[O:5]. (6) Given the reactants [CH2:1]([NH:8][CH2:9]CO)[C:2]1[CH:7]=[CH:6][CH:5]=[CH:4][CH:3]=1.[H-].[Na+].Br[CH:15](C)[C:16]([O:18][CH3:19])=O.[NH4+].[Cl-].C1C[O:26][CH2:25]C1, predict the reaction product. The product is: [CH2:1]([N:8]1[CH2:9][CH2:19][O:18][CH:16]([CH3:15])[C:25]1=[O:26])[C:2]1[CH:3]=[CH:4][CH:5]=[CH:6][CH:7]=1. (7) Given the reactants I[C:2]1[CH:7]=[CH:6][CH:5]=[CH:4][N:3]=1.[CH2:8]([C:12]1[O:16][N:15]=[C:14]([C:17]2[CH:22]=[CH:21][CH:20]=[CH:19][C:18]=2[O:23][CH3:24])[N:13]=1)[CH2:9][C:10]#[CH:11], predict the reaction product. The product is: [CH3:24][O:23][C:18]1[CH:19]=[CH:20][CH:21]=[CH:22][C:17]=1[C:14]1[N:13]=[C:12]([CH2:8][CH2:9][C:10]#[C:11][C:2]2[CH:7]=[CH:6][CH:5]=[CH:4][N:3]=2)[O:16][N:15]=1.